This data is from Reaction yield outcomes from USPTO patents with 853,638 reactions. The task is: Predict the reaction yield, written as a fraction of the theoretical maximum amount of product (1.0 means a 100% yield; for example, 0.34 means a 34% yield). (1) The reactants are [F:1][CH:2]1[CH2:18][CH2:17][C@H:16]([NH:19][C:20](=O)[O:21]C(C)(C)C)[C:15]2[CH:27]=[C:11]([CH:12]=[C:13]([F:28])[CH:14]=2)[C:10]2[N:9]([CH3:29])[N:8]=[CH:7][C:6]=2[NH:5][C:4](=[O:30])[C@@H:3]1[CH3:31].[ClH:32].[Cl:33][C:34]1[CH:35]=[CH:36][C:37]([N:47]2[CH:51]=[C:50](C(F)(F)F)[N:49]=[N:48]2)=[C:38]([C:40]2[N:45]=[CH:44]N=C(O)[CH:41]=2)[CH:39]=1.CN(C(ON1N=NC2C=CC=NC1=2)=[N+](C)C)C.F[P-](F)(F)(F)(F)F.C1CCN2C(=NCCC2)CC1. The catalyst is C(#N)C.CN(C=O)C.CO. The product is [Cl:33][C:34]1[CH:35]=[CH:36][C:37]([N:47]2[CH:51]=[C:50]([Cl:32])[N:49]=[N:48]2)=[C:38]([C:40]2[N:45]=[CH:44][N:19]([C@@H:16]3[C:15]4[CH:27]=[C:11]([CH:12]=[C:13]([F:28])[CH:14]=4)[C:10]4[N:9]([CH3:29])[N:8]=[CH:7][C:6]=4[NH:5][C:4](=[O:30])[C@H:3]([CH3:31])[CH:2]([F:1])[CH2:18][CH2:17]3)[C:20](=[O:21])[CH:41]=2)[CH:39]=1. The yield is 0.442. (2) The reactants are [CH:1]([C:4]1[CH:5]=[C:6]([N:14]([CH3:16])[CH3:15])[CH:7]=[C:8]([CH:11]([CH3:13])[CH3:12])[C:9]=1[NH2:10])([CH3:3])[CH3:2].C=O.Cl.[N:20]1[CH:25]=[CH:24][CH:23]=[CH:22][C:21]=1[CH:26]=O.[C:28]1([B-:34]([C:47]2[CH:52]=[CH:51][CH:50]=[CH:49][CH:48]=2)([C:41]2[CH:46]=[CH:45][CH:44]=[CH:43][CH:42]=2)[C:35]2[CH:40]=[CH:39][CH:38]=[CH:37][CH:36]=2)[CH:33]=[CH:32][CH:31]=[CH:30][CH:29]=1.[Na+]. The catalyst is C(O)C.CO. The product is [C:47]1([B-:34]([C:28]2[CH:29]=[CH:30][CH:31]=[CH:32][CH:33]=2)([C:35]2[CH:36]=[CH:37][CH:38]=[CH:39][CH:40]=2)[C:41]2[CH:46]=[CH:45][CH:44]=[CH:43][CH:42]=2)[CH:48]=[CH:49][CH:50]=[CH:51][CH:52]=1.[CH3:15][N:14]([CH3:16])[C:6]1[CH:5]=[C:4]([CH:1]([CH3:2])[CH3:3])[C:9]([N:10]2[CH:26]=[C:21]3[CH:22]=[CH:23][CH:24]=[CH:25][N+:20]3=[CH:28]2)=[C:8]([CH:11]([CH3:12])[CH3:13])[CH:7]=1. The yield is 0.730.